Dataset: Reaction yield outcomes from USPTO patents with 853,638 reactions. Task: Predict the reaction yield, written as a fraction of the theoretical maximum amount of product (1.0 means a 100% yield; for example, 0.34 means a 34% yield). (1) The product is [C:1]([O:5][C:6](=[O:35])[N:7]([C:17]1[CH:22]=[CH:21][C:20]([C:23]([C:25]2[C:33]3[C:28](=[N:29][CH:30]=[C:31]([Cl:34])[CH:32]=3)[NH:27][CH:26]=2)=[O:24])=[CH:19][N:18]=1)[CH2:8][C:9]1[CH:10]=[N:11][C:12]([O:15][CH3:16])=[CH:13][CH:14]=1)([CH3:4])([CH3:2])[CH3:3]. The reactants are [C:1]([O:5][C:6](=[O:35])[N:7]([C:17]1[CH:22]=[CH:21][C:20]([CH:23]([C:25]2[C:33]3[C:28](=[N:29][CH:30]=[C:31]([Cl:34])[CH:32]=3)[NH:27][CH:26]=2)[OH:24])=[CH:19][N:18]=1)[CH2:8][C:9]1[CH:10]=[N:11][C:12]([O:15][CH3:16])=[CH:13][CH:14]=1)([CH3:4])([CH3:3])[CH3:2].CC(OI1(OC(C)=O)(OC(C)=O)OC(=O)C2C=CC=CC1=2)=O. The yield is 0.330. The catalyst is ClCCl. (2) The reactants are [N:1]1([C:7]2[N:8]=[CH:9][C:10]3[C:15]([CH:16]=2)=[CH:14][CH:13]=[CH:12][CH:11]=3)[CH2:6][CH2:5][NH:4][CH2:3][CH2:2]1.C(N(CC)CC)C.[C:24](O[C:24]([O:26][C:27]([CH3:30])([CH3:29])[CH3:28])=[O:25])([O:26][C:27]([CH3:30])([CH3:29])[CH3:28])=[O:25]. The catalyst is ClCCl. The product is [CH:9]1[C:10]2[C:15](=[CH:14][CH:13]=[CH:12][CH:11]=2)[CH:16]=[C:7]([N:1]2[CH2:2][CH2:3][N:4]([C:24]([O:26][C:27]([CH3:30])([CH3:29])[CH3:28])=[O:25])[CH2:5][CH2:6]2)[N:8]=1. The yield is 0.790.